From a dataset of Reaction yield outcomes from USPTO patents with 853,638 reactions. Predict the reaction yield, written as a fraction of the theoretical maximum amount of product (1.0 means a 100% yield; for example, 0.34 means a 34% yield). The reactants are [Cl:1][C:2]1[N:7]=[CH:6][C:5]2[CH:8]=[N:9][NH:10][C:4]=2[CH:3]=1.[OH-].[K+].[I:13]I. The catalyst is CN(C)C=O. The product is [Cl:1][C:2]1[N:7]=[CH:6][C:5]2[C:8]([I:13])=[N:9][NH:10][C:4]=2[CH:3]=1. The yield is 0.870.